Dataset: Catalyst prediction with 721,799 reactions and 888 catalyst types from USPTO. Task: Predict which catalyst facilitates the given reaction. (1) The catalyst class is: 2. Reactant: [C:1]([O:5][C:6](=[O:29])[NH:7][CH2:8][CH2:9][CH2:10][C:11]1([C:23]2[CH:28]=[CH:27][CH:26]=[CH:25][CH:24]=2)[NH:15][N:14]=[C:13]([C:16]2[CH:21]=[CH:20][CH:19]=[C:18]([F:22])[CH:17]=2)[S:12]1)([CH3:4])([CH3:3])[CH3:2].C(N(CC)CC)C.[C:37](Cl)(=[O:41])[CH:38]([CH3:40])[CH3:39]. Product: [C:1]([O:5][C:6](=[O:29])[NH:7][CH2:8][CH2:9][CH2:10][C:11]1([C:23]2[CH:24]=[CH:25][CH:26]=[CH:27][CH:28]=2)[N:15]([C:37](=[O:41])[CH:38]([CH3:40])[CH3:39])[N:14]=[C:13]([C:16]2[CH:21]=[CH:20][CH:19]=[C:18]([F:22])[CH:17]=2)[S:12]1)([CH3:4])([CH3:2])[CH3:3]. (2) Reactant: C1(P(C2C=CC=CC=2)C2C=CC=CC=2)C=CC=CC=1.BrN1C(=O)CCC1=O.[Cl:28][C:29]1[CH:30]=[C:31]([CH:39]([CH2:43][CH:44]2[CH2:48][CH2:47][O:46][CH2:45]2)[C:40]([OH:42])=O)[CH:32]=[CH:33][C:34]=1[S:35]([CH3:38])(=[O:37])=[O:36].[NH2:49][C:50]1[CH:55]=[N:54][CH:53]=[CH:52][N:51]=1.N1C=CC=CC=1. Product: [Cl:28][C:29]1[CH:30]=[C:31]([CH:39]([CH2:43][CH:44]2[CH2:48][CH2:47][O:46][CH2:45]2)[C:40]([NH:49][C:50]2[CH:55]=[N:54][CH:53]=[CH:52][N:51]=2)=[O:42])[CH:32]=[CH:33][C:34]=1[S:35]([CH3:38])(=[O:36])=[O:37]. The catalyst class is: 34. (3) Reactant: Br[C:2]1[S:3][CH:4]=[CH:5][N:6]=1.[NH:7]1[CH2:12][CH2:11][O:10][CH2:9][CH2:8]1. Product: [S:3]1[CH:4]=[CH:5][N:6]=[C:2]1[N:7]1[CH2:12][CH2:11][O:10][CH2:9][CH2:8]1. The catalyst class is: 6. (4) Reactant: [H-].[Na+].[CH:3]1([C:6]2[CH:10]=[CH:9][NH:8][N:7]=2)[CH2:5][CH2:4]1.[Br:11][C:12]1[C:13](Cl)=[N:14][C:15]([NH:18][C:19]2[CH:24]=[C:23]([O:25][CH3:26])[CH:22]=[C:21]([O:27][CH3:28])[CH:20]=2)=[N:16][CH:17]=1.BrC1C(Cl)=CC(NC2C=C(OC)C=C(OC)C=2)=NC=1. Product: [Br:11][C:12]1[C:17]([N:8]2[CH:9]=[CH:10][C:6]([CH:3]3[CH2:5][CH2:4]3)=[N:7]2)=[N:16][C:15]([NH:18][C:19]2[CH:20]=[C:21]([O:27][CH3:28])[CH:22]=[C:23]([O:25][CH3:26])[CH:24]=2)=[N:14][CH:13]=1. The catalyst class is: 179. (5) Reactant: [H-].[Na+].[CH2:3]([O:7][C:8]1[N:13]=[CH:12][N:11]=[C:10]([N:14]2[CH2:19][CH2:18][NH:17][C:16](=[O:20])[CH2:15]2)[CH:9]=1)[CH:4]([CH3:6])[CH3:5].Cl[CH2:22][C:23]1[O:24][C:25]2[CH:31]=[CH:30][CH:29]=[CH:28][C:26]=2[N:27]=1. Product: [O:24]1[C:25]2[CH:31]=[CH:30][CH:29]=[CH:28][C:26]=2[N:27]=[C:23]1[CH2:22][N:17]1[CH2:18][CH2:19][N:14]([C:10]2[CH:9]=[C:8]([O:7][CH2:3][CH:4]([CH3:6])[CH3:5])[N:13]=[CH:12][N:11]=2)[CH2:15][C:16]1=[O:20]. The catalyst class is: 3. (6) Reactant: [CH3:1][C:2]1[CH:7]=[CH:6][C:5]([C@@H:8]([NH2:10])[CH3:9])=[CH:4][CH:3]=1.[CH:11]1[N:16]=[C:15](Cl)[C:14]2[N:18]=[CH:19][N:20]([C@@H:21]3[O:25][C@H:24]([CH2:26][OH:27])[C@@H:23]([OH:28])[C@H:22]3[OH:29])[C:13]=2[N:12]=1. Product: [CH3:1][C:2]1[CH:7]=[CH:6][C:5]([C@@H:8]([NH:10][C:15]2[C:14]3[N:18]=[CH:19][N:20]([C:13]=3[N:12]=[CH:11][N:16]=2)[C@@H:21]2[O:25][C@H:24]([CH2:26][OH:27])[C@@H:23]([OH:28])[C@H:22]2[OH:29])[CH3:9])=[CH:4][CH:3]=1. The catalyst class is: 259. (7) Reactant: [CH2:1]([O:3][C:4]([N:6]1[CH2:11][CH2:10][CH:9]([NH:12][S:13]([C:16]2[C:25]3[C:20](=[CH:21][CH:22]=[CH:23][CH:24]=3)[C:19]([NH2:26])=[CH:18][CH:17]=2)(=[O:15])=[O:14])[CH2:8][CH2:7]1)=[O:5])[CH3:2].COC1C=CC(N)=CC=1.C(=O)(O)[O-].[Na+].[CH3:41][C:42]1[N:50]=[CH:49][CH:48]=[CH:47][C:43]=1[C:44](Cl)=[O:45]. Product: [CH2:1]([O:3][C:4]([N:6]1[CH2:7][CH2:8][CH:9]([NH:12][S:13]([C:16]2[C:25]3[C:20](=[CH:21][CH:22]=[CH:23][CH:24]=3)[C:19]([NH:26][C:44]([C:43]3[C:42]([CH3:41])=[N:50][CH:49]=[CH:48][CH:47]=3)=[O:45])=[CH:18][CH:17]=2)(=[O:15])=[O:14])[CH2:10][CH2:11]1)=[O:5])[CH3:2]. The catalyst class is: 2. (8) Reactant: [CH2:1]([O:8][C@@H:9]1[C@@H:14]([O:15][CH2:16][C:17]2[CH:22]=[CH:21][CH:20]=[CH:19][CH:18]=2)[C@H:13]([O:23][CH2:24][C:25]2[CH:30]=[CH:29][CH:28]=[CH:27][CH:26]=2)[C@@H:12]([CH2:31][O:32][CH2:33][C:34]2[CH:39]=[CH:38][CH:37]=[CH:36][CH:35]=2)[O:11][C@H:10]1[C:40]1[C:48]2[C:43](=[C:44]([Cl:49])[CH:45]=[CH:46][CH:47]=2)[NH:42][CH:41]=1)[C:2]1[CH:7]=[CH:6][CH:5]=[CH:4][CH:3]=1.[H-].[Na+].[Si]([O:69][CH2:70][CH2:71][C:72]1[CH:79]=[CH:78][C:75]([CH2:76]Br)=[CH:74][CH:73]=1)(C(C)(C)C)(C1C=CC=CC=1)C1C=CC=CC=1.O. Product: [CH2:1]([O:8][C@@H:9]1[C@@H:14]([O:15][CH2:16][C:17]2[CH:18]=[CH:19][CH:20]=[CH:21][CH:22]=2)[C@H:13]([O:23][CH2:24][C:25]2[CH:30]=[CH:29][CH:28]=[CH:27][CH:26]=2)[C@@H:12]([CH2:31][O:32][CH2:33][C:34]2[CH:35]=[CH:36][CH:37]=[CH:38][CH:39]=2)[O:11][C@H:10]1[C:40]1[C:48]2[C:43](=[C:44]([Cl:49])[CH:45]=[CH:46][CH:47]=2)[N:42]([CH2:76][C:75]2[CH:78]=[CH:79][C:72]([CH2:71][CH2:70][OH:69])=[CH:73][CH:74]=2)[CH:41]=1)[C:2]1[CH:7]=[CH:6][CH:5]=[CH:4][CH:3]=1. The catalyst class is: 348. (9) Reactant: [Cl:1][C:2]1[CH:3]=[C:4]2[C:8](=[CH:9][CH:10]=1)[NH:7][CH:6]=[C:5]2[CH2:11][CH2:12][NH:13][C:14](=[O:23])[C:15]1[CH:20]=[CH:19][C:18]([CH2:21]Cl)=[CH:17][CH:16]=1.[CH3:24][O:25][C:26]1[CH:31]=[CH:30][CH:29]=[CH:28][C:27]=1B(O)O.C(=O)([O-])[O-].[Na+].[Na+].[I-].[Na+]. Product: [Cl:1][C:2]1[CH:3]=[C:4]2[C:8](=[CH:9][CH:10]=1)[NH:7][CH:6]=[C:5]2[CH2:11][CH2:12][NH:13][C:14](=[O:23])[C:15]1[CH:20]=[CH:19][C:18]([CH2:21][C:27]2[CH:28]=[CH:29][CH:30]=[CH:31][C:26]=2[O:25][CH3:24])=[CH:17][CH:16]=1. The catalyst class is: 437. (10) The catalyst class is: 1. Reactant: C[O:2][C:3](=O)[CH2:4][C:5]1[CH:10]=[CH:9][CH:8]=[C:7]([O:11][CH2:12][CH2:13][CH2:14][N:15]([CH2:24][C:25]2[CH:30]=[CH:29][CH:28]=[C:27]([C:31]([F:34])([F:33])[F:32])[C:26]=2[Cl:35])[CH2:16][CH:17]([C:19]2[CH:23]=[CH:22][S:21][CH:20]=2)[CH3:18])[CH:6]=1.[H-].[H-].[H-].[H-].[Li+].[Al+3].[OH-].[Na+]. Product: [ClH:35].[Cl:35][C:26]1[C:27]([C:31]([F:34])([F:32])[F:33])=[CH:28][CH:29]=[CH:30][C:25]=1[CH2:24][N:15]([CH2:16][CH:17]([C:19]1[CH:23]=[CH:22][S:21][CH:20]=1)[CH3:18])[CH2:14][CH2:13][CH2:12][O:11][C:7]1[CH:6]=[C:5]([CH2:4][CH2:3][OH:2])[CH:10]=[CH:9][CH:8]=1.